This data is from Catalyst prediction with 721,799 reactions and 888 catalyst types from USPTO. The task is: Predict which catalyst facilitates the given reaction. (1) Reactant: C(Cl)(=O)C(Cl)=O.CS(C)=O.[C:11]([O:14][C@@H:15]1[C@@H:20]([O:21][C:22](=[O:24])[CH3:23])[C@H:19]([O:25][C:26](=[O:28])[CH3:27])[C@@H:18]([O:29][CH3:30])[O:17][C@H:16]1[C:31]1[CH:36]=[CH:35][C:34]([Cl:37])=[C:33]([CH2:38][C:39]2[CH:44]=[CH:43][C:42]([O:45][CH2:46][CH2:47][OH:48])=[CH:41][CH:40]=2)[CH:32]=1)(=[O:13])[CH3:12].CCN(CC)CC. Product: [C:11]([O:14][C@@H:15]1[C@@H:20]([O:21][C:22](=[O:24])[CH3:23])[C@H:19]([O:25][C:26](=[O:28])[CH3:27])[C@@H:18]([O:29][CH3:30])[O:17][C@H:16]1[C:31]1[CH:36]=[CH:35][C:34]([Cl:37])=[C:33]([CH2:38][C:39]2[CH:44]=[CH:43][C:42]([O:45][CH2:46][CH:47]=[O:48])=[CH:41][CH:40]=2)[CH:32]=1)(=[O:13])[CH3:12]. The catalyst class is: 2. (2) Reactant: [OH2:1].[OH-].[Li+].[F:4][C:5]1[CH:12]=[C:11]([N:13]2[CH:17]=[C:16]([CH3:18])[N:15]=[CH:14]2)[C:10]([O:19][CH3:20])=[CH:9][C:6]=1[CH:7]=O.[OH-].[Na+].Cl.[CH2:24]1[CH2:28][O:27]CC1. Product: [F:4][C:5]1[CH:12]=[C:11]([N:13]2[CH:17]=[C:16]([CH3:18])[N:15]=[CH:14]2)[C:10]([O:19][CH3:20])=[CH:9][C:6]=1/[CH:7]=[CH:24]/[C:28]([OH:1])=[O:27]. The catalyst class is: 8.